This data is from Reaction yield outcomes from USPTO patents with 853,638 reactions. The task is: Predict the reaction yield, written as a fraction of the theoretical maximum amount of product (1.0 means a 100% yield; for example, 0.34 means a 34% yield). The reactants are Br[C:2]1[CH:3]=[C:4]2[C:9](=[N:10][CH:11]=1)[NH:8][C:7](=[O:12])[CH:6]([CH2:13][OH:14])[CH2:5]2.CCN(C(C)C)C(C)C.[C:24]([N:28]1[CH2:33][CH2:32][CH:31]([CH2:34][O:35][C:36]2[CH:41]=[CH:40][C:39]([F:42])=[CH:38][CH:37]=2)[CH2:30][CH2:29]1)(=[O:27])[CH:25]=[CH2:26].C1(C)C=CC=CC=1P(C1C=CC=CC=1C)C1C=CC=CC=1C. The catalyst is CN(C=O)C.C(#N)CC.C([O-])(=O)C.[Pd+2].C([O-])(=O)C. The product is [OH:14][CH2:13][CH:6]1[CH2:5][C:4]2[C:9](=[N:10][CH:11]=[C:2](/[CH:26]=[CH:25]/[C:24]([N:28]3[CH2:33][CH2:32][CH:31]([CH2:34][O:35][C:36]4[CH:41]=[CH:40][C:39]([F:42])=[CH:38][CH:37]=4)[CH2:30][CH2:29]3)=[O:27])[CH:3]=2)[NH:8][C:7]1=[O:12]. The yield is 0.0600.